Dataset: Reaction yield outcomes from USPTO patents with 853,638 reactions. Task: Predict the reaction yield, written as a fraction of the theoretical maximum amount of product (1.0 means a 100% yield; for example, 0.34 means a 34% yield). (1) The reactants are Cl.[N:2]12[CH2:9][CH2:8][CH:5]([CH2:6][CH2:7]1)[CH:4]([NH2:10])[CH2:3]2.[N:11]([CH2:14][C:15]1[CH:20]=[CH:19][CH:18]=[CH:17][CH:16]=1)=[C:12]=[O:13]. The catalyst is CN(C=O)C.C(N(CC)CC)C. The product is [CH2:14]([NH:11][C:12]([NH:10][CH:4]1[CH:5]2[CH2:8][CH2:9][N:2]([CH2:7][CH2:6]2)[CH2:3]1)=[O:13])[C:15]1[CH:20]=[CH:19][CH:18]=[CH:17][CH:16]=1. The yield is 0.550. (2) The product is [CH2:14]([O:16][C:17]([C:18]1[C:19]([C:20]2[CH:21]=[CH:22][C:23]([CH3:26])=[CH:24][CH:25]=2)=[CH:13][NH:12][CH:11]=1)=[O:27])[CH3:15]. The reactants are CC1C=CC(S([CH2:11][N+:12]#[C-:13])(=O)=O)=CC=1.[CH2:14]([O:16][C:17](=[O:27])[CH:18]=[CH:19][C:20]1[CH:25]=[CH:24][C:23]([CH3:26])=[CH:22][CH:21]=1)[CH3:15].CCOCC.CS(C)=O.[H-].[Na+]. The catalyst is CCOCC.O. The yield is 0.740. (3) The product is [O:9]=[C:7]1[C@@H:6]([N:10]2[C:18](=[O:19])[C:17]3[C:12](=[CH:13][CH:14]=[CH:15][C:16]=3[CH2:20][NH:21][C:22]([CH:24]3[CH2:26][CH2:25]3)=[O:23])[C:11]2=[O:27])[CH2:5][CH2:4][C:1](=[O:3])[NH:2]1. The catalyst is C(Cl)Cl. The reactants are [C:1]([CH2:4][CH2:5][C@H:6]([N:10]1[C:18](=[O:19])[C:17]2[C:12](=[CH:13][CH:14]=[CH:15][C:16]=2[CH2:20][NH:21][C:22]([CH:24]2[CH2:26][CH2:25]2)=[O:23])[C:11]1=[O:27])[C:7]([OH:9])=O)(=[O:3])[NH2:2].S(Cl)(Cl)=O.N1C=CC=CC=1.C(N(CC)CC)C. The yield is 0.740. (4) The reactants are [H-].[H-].[H-].[H-].[Li+].[Al+3].C([O:10][CH2:11][CH2:12][C@@H:13]([S:18]C(=O)C)[CH2:14][CH2:15][CH2:16][CH3:17])(=O)C. The catalyst is CCOCC. The product is [SH:18][C@@H:13]([CH2:14][CH2:15][CH2:16][CH3:17])[CH2:12][CH2:11][OH:10]. The yield is 0.790.